This data is from Rat liver microsome stability data. The task is: Regression/Classification. Given a drug SMILES string, predict its absorption, distribution, metabolism, or excretion properties. Task type varies by dataset: regression for continuous measurements (e.g., permeability, clearance, half-life) or binary classification for categorical outcomes (e.g., BBB penetration, CYP inhibition). Dataset: rlm. (1) The compound is FC(F)(F)c1ccccc1-c1nc(NCc2cccc(Cl)c2)c2ccccc2n1. The result is 1 (stable in rat liver microsomes). (2) The compound is COc1cc(NC(C)CCCNC(=O)C2CCC3(CC2)OOC2(OO3)C3CC4CC(C3)CC2C4)c2ncccc2c1-c1ccc(C(F)(F)F)cc1. The result is 0 (unstable in rat liver microsomes). (3) The molecule is Cc1ccccc1C(=O)N1CCc2cc(-c3cccc(NC(=O)Cc4ccc5c(c4)OCO5)c3)ccc21. The result is 1 (stable in rat liver microsomes). (4) The result is 0 (unstable in rat liver microsomes). The molecule is Oc1cc(-c2nc(Nc3ccc(F)c(F)c3)c3ccccc3n2)ccn1. (5) The molecule is CCC(=O)N1CCN(CC(=O)NC2CCCCC2)CC1. The result is 0 (unstable in rat liver microsomes). (6) The drug is Cc1cc(-c2nnc(N)nc2-c2cccc(F)c2)cc(C)n1. The result is 0 (unstable in rat liver microsomes). (7) The drug is COCCCC[C@@](O)(c1ccccc1-c1cccc(Cl)c1)[C@@H]1CCCN(C(=O)[C@H]2C[C@@H](N)[C@@H](O)C2)C1. The result is 0 (unstable in rat liver microsomes). (8) The compound is CC(C)CS(=O)(=O)Oc1ccc(S(=O)(=O)CC2CS2)cc1. The result is 0 (unstable in rat liver microsomes). (9) The molecule is Cn1c(=O)cc(C(=O)NC2CCCc3c2[nH]c2c(Cl)cccc32)c2ccccc21. The result is 1 (stable in rat liver microsomes). (10) The molecule is COc1cc2c(cnc3[nH]nc(C4CC4)c32)cc1-c1c(F)ccc(NS(=O)(=O)CCCF)c1Cl. The result is 0 (unstable in rat liver microsomes).